Dataset: Catalyst prediction with 721,799 reactions and 888 catalyst types from USPTO. Task: Predict which catalyst facilitates the given reaction. (1) Reactant: [C:1]([O:5][C:6](=[O:15])[NH:7][CH:8]1[CH2:13][CH2:12][CH:11]([NH2:14])[CH2:10][CH2:9]1)([CH3:4])([CH3:3])[CH3:2].[CH3:16][C:17](OC(C)=O)=[O:18]. Product: [C:1]([O:5][C:6](=[O:15])[NH:7][CH:8]1[CH2:9][CH2:10][CH:11]([NH:14][C:17](=[O:18])[CH3:16])[CH2:12][CH2:13]1)([CH3:4])([CH3:2])[CH3:3]. The catalyst class is: 2. (2) Reactant: [BH4-].[Li+].[C:3]([O:7][C:8]([N:10]1[CH2:13][CH:12]([O:14][C:15]2[CH:20]=[CH:19][C:18]([NH:21][C:22]([C:24]3[S:28][C:27]([C:29]4[CH:34]=[CH:33][C:32]([Cl:35])=[CH:31][CH:30]=4)=[N:26][C:25]=3[CH2:36][C:37](OC)=[O:38])=[O:23])=[CH:17][C:16]=2[O:41][CH3:42])[CH2:11]1)=[O:9])([CH3:6])([CH3:5])[CH3:4].CC(C)=O.C(OCC)(=O)C. Product: [C:3]([O:7][C:8]([N:10]1[CH2:13][CH:12]([O:14][C:15]2[CH:20]=[CH:19][C:18]([NH:21][C:22]([C:24]3[S:28][C:27]([C:29]4[CH:30]=[CH:31][C:32]([Cl:35])=[CH:33][CH:34]=4)=[N:26][C:25]=3[CH2:36][CH2:37][OH:38])=[O:23])=[CH:17][C:16]=2[O:41][CH3:42])[CH2:11]1)=[O:9])([CH3:6])([CH3:5])[CH3:4]. The catalyst class is: 20. (3) Reactant: [Li].[F:2][C:3]([F:18])([F:17])[C:4]1[C:12]2[N:11]=[C:10]([CH2:13][C:14]([OH:16])=O)[NH:9][C:8]=2[CH:7]=[CH:6][CH:5]=1.[CH2:19]([N:26]1[CH2:30][CH2:29][C@@H:28]([NH2:31])[CH2:27]1)[C:20]1[CH:25]=[CH:24][CH:23]=[CH:22][CH:21]=1.C1C=CC2N(O)N=NC=2C=1.CCN=C=NCCCN(C)C.C(N(C(C)C)CC)(C)C.C([O-])(O)=O.[Na+]. Product: [CH2:19]([N:26]1[CH2:30][CH2:29][C@@H:28]([NH:31][C:14](=[O:16])[CH2:13][C:10]2[NH:9][C:8]3[CH:7]=[CH:6][CH:5]=[C:4]([C:3]([F:2])([F:18])[F:17])[C:12]=3[N:11]=2)[CH2:27]1)[C:20]1[CH:21]=[CH:22][CH:23]=[CH:24][CH:25]=1. The catalyst class is: 174. (4) Reactant: [H-].[Na+].[CH3:3][O:4][C@H:5]1[CH2:9][CH2:8][N:7]([C:10]([C:12]2[S:20][C:19]3[C:14](=[N:15][CH:16]=[CH:17][C:18]=3[O:21][C:22]3[CH:23]=[C:24]4[C:28](=[CH:29][CH:30]=3)[NH:27][C:26]([CH3:31])=[CH:25]4)[CH:13]=2)=[O:11])[CH2:6]1.[C:32](O[C:32](=[O:35])[CH2:33][CH3:34])(=[O:35])[CH2:33][CH3:34]. Product: [CH3:3][O:4][C@H:5]1[CH2:9][CH2:8][N:7]([C:10]([C:12]2[S:20][C:19]3[C:14](=[N:15][CH:16]=[CH:17][C:18]=3[O:21][C:22]3[CH:23]=[C:24]4[C:28](=[CH:29][CH:30]=3)[N:27]([C:32](=[O:35])[CH2:33][CH3:34])[C:26]([CH3:31])=[CH:25]4)[CH:13]=2)=[O:11])[CH2:6]1. The catalyst class is: 1. (5) Reactant: [F:1][C:2]1[CH:7]=[C:6]([F:8])[CH:5]=[CH:4][C:3]=1[C:9]1[CH:14]=[CH:13][CH:12]=[C:11]([N:15]2[CH2:20][CH2:19][C:18]([CH2:27][CH2:28][OH:29])([C:21]3[CH:26]=[CH:25][CH:24]=[CH:23][CH:22]=3)[O:17][C:16]2=[O:30])[CH:10]=1.CCN(CC)CC.[CH3:38][S:39](Cl)(=[O:41])=[O:40].O. Product: [CH3:38][S:39]([O:29][CH2:28][CH2:27][C:18]1([C:21]2[CH:26]=[CH:25][CH:24]=[CH:23][CH:22]=2)[O:17][C:16](=[O:30])[N:15]([C:11]2[CH:10]=[C:9]([C:3]3[CH:4]=[CH:5][C:6]([F:8])=[CH:7][C:2]=3[F:1])[CH:14]=[CH:13][CH:12]=2)[CH2:20][CH2:19]1)(=[O:41])=[O:40]. The catalyst class is: 2. (6) Reactant: Br[CH:2]1[CH2:6][CH2:5][N:4]([C:7]2[CH:12]=[CH:11][C:10]([N:13]3[CH2:18][CH2:17][O:16][CH2:15][CH2:14]3)=[C:9]([O:19][CH3:20])[CH:8]=2)[C:3]1=[O:21].C(=O)([O-])[O-].[Cs+].[Cs+].[CH:28]1([C:31]2[CH:36]=[CH:35][C:34]([OH:37])=[CH:33][CH:32]=2)[CH2:30][CH2:29]1. Product: [CH:28]1([C:31]2[CH:36]=[CH:35][C:34]([O:37][CH:2]3[CH2:6][CH2:5][N:4]([C:7]4[CH:12]=[CH:11][C:10]([N:13]5[CH2:18][CH2:17][O:16][CH2:15][CH2:14]5)=[C:9]([O:19][CH3:20])[CH:8]=4)[C:3]3=[O:21])=[CH:33][CH:32]=2)[CH2:30][CH2:29]1. The catalyst class is: 10.